From a dataset of TCR-epitope binding with 47,182 pairs between 192 epitopes and 23,139 TCRs. Binary Classification. Given a T-cell receptor sequence (or CDR3 region) and an epitope sequence, predict whether binding occurs between them. (1) The epitope is LLSAGIFGA. The TCR CDR3 sequence is CASSIASGIYEQYF. Result: 0 (the TCR does not bind to the epitope). (2) The epitope is LLQTGIHVRVSQPSL. The TCR CDR3 sequence is CASSLGQSGANVLTF. Result: 1 (the TCR binds to the epitope). (3) The epitope is EILDITPCSF. The TCR CDR3 sequence is CASSLDTSGRLGGSMAEQFF. Result: 1 (the TCR binds to the epitope). (4) The epitope is HPVGEADYFEY. The TCR CDR3 sequence is CASSQGVAGAFDEQFF. Result: 0 (the TCR does not bind to the epitope). (5) The epitope is AVFDRKSDAK. The TCR CDR3 sequence is CASSLMLAGTTDTQYF. Result: 1 (the TCR binds to the epitope). (6) The epitope is PKYVKQNTLKLAT. The TCR CDR3 sequence is CASSSSESGSYNEQFF. Result: 1 (the TCR binds to the epitope). (7) The epitope is RIFTIGTVTLK. The TCR CDR3 sequence is CASSLRYRELQETQYF. Result: 1 (the TCR binds to the epitope). (8) The epitope is TSNQVAVLY. The TCR CDR3 sequence is CASSDRGDIQYF. Result: 0 (the TCR does not bind to the epitope). (9) The epitope is LEPLVDLPI. The TCR CDR3 sequence is CASSLLAGGSDTQYF. Result: 0 (the TCR does not bind to the epitope). (10) The epitope is VLQAVGACV. The TCR CDR3 sequence is CASSLVYGGGYEQYF. Result: 0 (the TCR does not bind to the epitope).